This data is from NCI-60 drug combinations with 297,098 pairs across 59 cell lines. The task is: Regression. Given two drug SMILES strings and cell line genomic features, predict the synergy score measuring deviation from expected non-interaction effect. Drug 1: C1=C(C(=O)NC(=O)N1)N(CCCl)CCCl. Drug 2: CC1C(C(CC(O1)OC2CC(OC(C2O)C)OC3=CC4=CC5=C(C(=O)C(C(C5)C(C(=O)C(C(C)O)O)OC)OC6CC(C(C(O6)C)O)OC7CC(C(C(O7)C)O)OC8CC(C(C(O8)C)O)(C)O)C(=C4C(=C3C)O)O)O)O. Cell line: CAKI-1. Synergy scores: CSS=51.8, Synergy_ZIP=7.76, Synergy_Bliss=5.96, Synergy_Loewe=10.5, Synergy_HSA=9.85.